From a dataset of Forward reaction prediction with 1.9M reactions from USPTO patents (1976-2016). Predict the product of the given reaction. Given the reactants [OH-].[K+].[CH3:3]N(N=O)C(N)=O.[N+:10](=[CH2:12])=[N-].[C@@:13]12([OH:22])N(C)[C@@H:17]([CH2:18][CH2:19]1)[CH2:16][CH:15]=[CH:14]2, predict the reaction product. The product is: [CH3:3][N:10]1[CH:12]2[CH2:19][CH:13]([OH:22])[CH2:14][CH:15]1[CH:16]1[CH:17]2[CH2:18]1.